From a dataset of Catalyst prediction with 721,799 reactions and 888 catalyst types from USPTO. Predict which catalyst facilitates the given reaction. Reactant: [CH3:1][CH:2]1[CH2:7][CH2:6][N:5]([C:8]2[CH:13]=[C:12]([CH:14]3[CH2:19][CH2:18][NH:17][CH2:16][CH2:15]3)[CH:11]=[CH:10][C:9]=2[NH:20][C:21]([C:23]2[O:24][C:25]([C:28]#[N:29])=[CH:26][CH:27]=2)=[O:22])[CH2:4][CH2:3]1.CCN(CC)CC.[C:37](OC(=O)C)(=[O:39])[CH3:38]. Product: [C:37]([N:17]1[CH2:16][CH2:15][CH:14]([C:12]2[CH:11]=[CH:10][C:9]([NH:20][C:21]([C:23]3[O:24][C:25]([C:28]#[N:29])=[CH:26][CH:27]=3)=[O:22])=[C:8]([N:5]3[CH2:6][CH2:7][CH:2]([CH3:1])[CH2:3][CH2:4]3)[CH:13]=2)[CH2:19][CH2:18]1)(=[O:39])[CH3:38]. The catalyst class is: 2.